This data is from Forward reaction prediction with 1.9M reactions from USPTO patents (1976-2016). The task is: Predict the product of the given reaction. (1) Given the reactants [C:1]([O:5][C:6]([N:8]([CH2:24][CH2:25][CH2:26][CH2:27][N:28]([C:40]([O:42][C:43]([CH3:46])([CH3:45])[CH3:44])=[O:41])[CH2:29][CH2:30][CH2:31][NH:32][C:33]([O:35][C:36]([CH3:39])([CH3:38])[CH3:37])=[O:34])[CH2:9][CH2:10][CH2:11][NH:12][CH2:13][C:14]([O:16][CH2:17][C:18]1[CH:23]=[CH:22][CH:21]=[CH:20][CH:19]=1)=[O:15])=[O:7])([CH3:4])([CH3:3])[CH3:2].[CH3:47][C:48]([O:51][C:52](O[C:52]([O:51][C:48]([CH3:50])([CH3:49])[CH3:47])=[O:53])=[O:53])([CH3:50])[CH3:49], predict the reaction product. The product is: [C:48]([O:51][C:52]([N:12]([CH2:11][CH2:10][CH2:9][N:8]([C:6]([O:5][C:1]([CH3:4])([CH3:2])[CH3:3])=[O:7])[CH2:24][CH2:25][CH2:26][CH2:27][N:28]([C:40]([O:42][C:43]([CH3:46])([CH3:45])[CH3:44])=[O:41])[CH2:29][CH2:30][CH2:31][NH:32][C:33]([O:35][C:36]([CH3:37])([CH3:39])[CH3:38])=[O:34])[CH2:13][C:14]([O:16][CH2:17][C:18]1[CH:19]=[CH:20][CH:21]=[CH:22][CH:23]=1)=[O:15])=[O:53])([CH3:50])([CH3:49])[CH3:47]. (2) Given the reactants O=[C:2]1[CH:7]=[CH:6][N:5]2[N:8]=[CH:9][C:10]([C:11]#[N:12])=[C:4]2[NH:3]1.O=P(Cl)(Cl)[Cl:15], predict the reaction product. The product is: [Cl:15][C:2]1[CH:7]=[CH:6][N:5]2[N:8]=[CH:9][C:10]([C:11]#[N:12])=[C:4]2[N:3]=1. (3) Given the reactants [Cl:1][C:2]1[C:11]2[NH:10][C:9](=[O:12])[C:8]3[S:13][CH:14]=[CH:15][C:7]=3[C:6]=2[C:5]([C:16]2[CH:31]=[CH:30][C:19]([CH2:20][CH2:21][NH:22]C(=O)OC(C)(C)C)=[C:18]([F:32])[CH:17]=2)=[C:4]([O:33]C)[CH:3]=1.B(Br)(Br)Br, predict the reaction product. The product is: [ClH:1].[NH2:22][CH2:21][CH2:20][C:19]1[CH:30]=[CH:31][C:16]([C:5]2[C:6]3[C:7]4[CH:15]=[CH:14][S:13][C:8]=4[C:9](=[O:12])[NH:10][C:11]=3[C:2]([Cl:1])=[CH:3][C:4]=2[OH:33])=[CH:17][C:18]=1[F:32]. (4) Given the reactants Br[C:2]1[N:7]=[C:6]([C:8]#[N:9])[CH:5]=[CH:4][CH:3]=1.I[C:11]1[CH:12]=[N:13][N:14]([CH3:19])[C:15]=1[C:16]([OH:18])=[O:17], predict the reaction product. The product is: [C:8]([C:6]1[N:7]=[C:2]([C:11]2[CH:12]=[N:13][N:14]([CH3:19])[C:15]=2[C:16]([OH:18])=[O:17])[CH:3]=[CH:4][CH:5]=1)#[N:9]. (5) Given the reactants [Br:1][C:2]1[C:3]([N:9]2[CH2:14][CH2:13][O:12][CH2:11][CH:10]2[C:15]([OH:17])=O)=[N:4][C:5]([Cl:8])=[N:6][CH:7]=1.C(Cl)CCl.C1C=CC2N(O)N=NC=2C=1.C(N(CC)CC)C.[C:39]1([CH3:48])[CH:44]=[CH:43][C:42]([C@@H:45]([NH2:47])[CH3:46])=[CH:41][CH:40]=1, predict the reaction product. The product is: [Br:1][C:2]1[C:3]([N:9]2[CH2:14][CH2:13][O:12][CH2:11][CH:10]2[C:15]([NH:47][C@H:45]([C:42]2[CH:43]=[CH:44][C:39]([CH3:48])=[CH:40][CH:41]=2)[CH3:46])=[O:17])=[N:4][C:5]([Cl:8])=[N:6][CH:7]=1. (6) Given the reactants [CH2:1]([C:5]1([C:18](OC)=[O:19])[CH2:10][CH2:9][N:8]([C:11]([O:13][C:14]([CH3:17])([CH3:16])[CH3:15])=[O:12])[CH2:7][CH2:6]1)[CH2:2][CH:3]=[CH2:4].[H-].[H-].[H-].[H-].[Li+].[Al+3].C1COCC1.O, predict the reaction product. The product is: [CH2:1]([C:5]1([CH2:18][OH:19])[CH2:6][CH2:7][N:8]([C:11]([O:13][C:14]([CH3:16])([CH3:15])[CH3:17])=[O:12])[CH2:9][CH2:10]1)[CH2:2][CH:3]=[CH2:4]. (7) Given the reactants [Cl:1][C:2]1[CH:8]=[CH:7][C:5]([NH2:6])=[CH:4][CH:3]=1.[N:9]([O-])=O.[Na+].C([O-])(=O)C.[Na+].[C:18]([CH2:21][C:22](=[O:24])[CH3:23])(=[O:20])[CH3:19], predict the reaction product. The product is: [Cl:1][C:2]1[CH:8]=[CH:7][C:5]([NH:6][N:9]=[C:21]([C:22](=[O:24])[CH3:23])[C:18](=[O:20])[CH3:19])=[CH:4][CH:3]=1. (8) Given the reactants FC(F)(F)[C:3]1[CH:8]=[CH:7][N:6]=[C:5]([N:9]2[C@@H:16]3[C@@H:11]([CH2:12][CH2:13][NH:14][CH2:15]3)[CH2:10]2)N=1.Cl[C:20]1N=C(C(F)(F)F)C=C[N:21]=1, predict the reaction product. The product is: [CH3:3][C:8]1[N:21]=[CH:20][C:5]([N:9]2[C@@H:16]3[C@@H:11]([CH2:12][CH2:13][NH:14][CH2:15]3)[CH2:10]2)=[N:6][CH:7]=1.